From a dataset of Full USPTO retrosynthesis dataset with 1.9M reactions from patents (1976-2016). Predict the reactants needed to synthesize the given product. (1) Given the product [C:1]([O:5][C:6]([N:8]1[CH2:13][CH2:12][N:11]([CH:14]([C:17]2[CH:22]=[CH:21][CH:20]=[CH:19][C:18]=2[F:23])[CH2:15][NH:16][C:25]([O:27][CH2:28][CH3:29])=[O:26])[CH2:10][CH2:9]1)=[O:7])([CH3:4])([CH3:2])[CH3:3], predict the reactants needed to synthesize it. The reactants are: [C:1]([O:5][C:6]([N:8]1[CH2:13][CH2:12][N:11]([CH:14]([C:17]2[CH:22]=[CH:21][CH:20]=[CH:19][C:18]=2[F:23])[CH2:15][NH2:16])[CH2:10][CH2:9]1)=[O:7])([CH3:4])([CH3:3])[CH3:2].Cl[C:25]([O:27][CH2:28][CH3:29])=[O:26]. (2) Given the product [Cl:28][C:29]1[CH:34]=[CH:33][C:32]([C:35]2[N:36]=[C:37]3[CH:42]=[CH:41][CH:40]=[CH:39][N:38]3[C:43]=2[CH2:44][N:45]2[CH:49]=[N:48][C:47]([C:50]([N:2]([CH3:3])[CH3:1])=[O:51])=[N:46]2)=[CH:31][CH:30]=1, predict the reactants needed to synthesize it. The reactants are: [CH3:1][NH:2][C:3](C1N(CC2N3C=C(C)C=CC3=NC=2C2C=CC(C)=CC=2)N=CN=1)=O.[Cl:28][C:29]1[CH:34]=[CH:33][C:32]([C:35]2[N:36]=[C:37]3[CH:42]=[CH:41][CH:40]=[CH:39][N:38]3[C:43]=2[CH2:44][N:45]2[CH:49]=[N:48][C:47]([C:50](OC)=[O:51])=[N:46]2)=[CH:31][CH:30]=1.CNC. (3) Given the product [CH3:16][C:6]1[CH:5]=[CH:4][N:3]=[C:2]([CH:25]=[CH2:26])[C:7]=1[CH2:8][O:9][CH:10]1[CH2:15][CH2:14][CH2:13][CH2:12][O:11]1, predict the reactants needed to synthesize it. The reactants are: Cl[C:2]1[C:7]([CH2:8][O:9][CH:10]2[CH2:15][CH2:14][CH2:13][CH2:12][O:11]2)=[C:6]([CH3:16])[CH:5]=[CH:4][N:3]=1.C([O-])([O-])=O.[K+].[K+].CO[CH2:25][CH2:26]OC. (4) Given the product [CH2:20]([O:1][C:2]1[CH:3]=[CH:4][C:5]2[S:10][C:9]([C:11]3[CH:16]=[CH:15][CH:14]=[CH:13][N:12]=3)=[N:8][C:7](=[O:17])[C:6]=2[CH:18]=1)[CH2:21][CH2:22][CH3:23], predict the reactants needed to synthesize it. The reactants are: [OH:1][C:2]1[CH:3]=[CH:4][C:5]2[S:10][C:9]([C:11]3[CH:16]=[CH:15][CH:14]=[CH:13][N:12]=3)=[N:8][C:7](=[O:17])[C:6]=2[CH:18]=1.Br[CH2:20][CH2:21][CH2:22][CH3:23].C(=O)([O-])[O-].[K+].[K+].CN(C=O)C. (5) Given the product [Cl:1][C:2]1[CH:10]=[CH:9][C:8]([O:11][CH:18]2[CH2:22][CH2:21][CH2:20][CH2:19]2)=[CH:7][C:3]=1[C:4]([NH2:6])=[O:5], predict the reactants needed to synthesize it. The reactants are: [Cl:1][C:2]1[CH:10]=[CH:9][C:8]([OH:11])=[CH:7][C:3]=1[C:4]([NH2:6])=[O:5].C(=O)([O-])[O-].[K+].[K+].[CH:18]1(Br)[CH2:22][CH2:21][CH2:20][CH2:19]1.